This data is from Full USPTO retrosynthesis dataset with 1.9M reactions from patents (1976-2016). The task is: Predict the reactants needed to synthesize the given product. (1) Given the product [CH2:2]([O:14][C:37]1[C:32]([F:31])=[CH:33][C:34]([N+:40]([O-:42])=[O:41])=[C:35]([NH2:39])[CH:36]=1)[CH2:3][CH2:4][CH2:5][CH2:6][CH2:7][CH2:8][CH2:9][CH2:10][CH2:11][CH2:12][CH3:13], predict the reactants needed to synthesize it. The reactants are: [Na].[CH2:2]([OH:14])[CH2:3][CH2:4][CH2:5][CH2:6][CH2:7][CH2:8][CH2:9][CH2:10][CH2:11][CH2:12][CH3:13].C(O[Na])CCCCCCCCCCC.[H][H].[F:31][C:32]1[C:37](F)=[CH:36][C:35]([NH2:39])=[C:34]([N+:40]([O-:42])=[O:41])[CH:33]=1. (2) Given the product [Cl:1][C:2]1[CH:3]=[C:4]2[C:9](=[N:10][CH:11]=1)[N:8]([CH2:32][C:31]1[CH:34]=[CH:35][CH:36]=[C:29]([F:28])[CH:30]=1)[C:7](=[O:12])[C:6]([C:13]#[N:14])=[C:5]2[N:15]1[CH2:20][CH2:19][N:18]([C:21]([C:23]2[O:24][CH:25]=[CH:26][CH:27]=2)=[O:22])[CH2:17][CH2:16]1, predict the reactants needed to synthesize it. The reactants are: [Cl:1][C:2]1[CH:3]=[C:4]2[C:9](=[N:10][CH:11]=1)[NH:8][C:7](=[O:12])[C:6]([C:13]#[N:14])=[C:5]2[N:15]1[CH2:20][CH2:19][N:18]([C:21]([C:23]2[O:24][CH:25]=[CH:26][CH:27]=2)=[O:22])[CH2:17][CH2:16]1.[F:28][C:29]1[CH:30]=[C:31]([CH:34]=[CH:35][CH:36]=1)[CH2:32]Br. (3) Given the product [CH:1]1([N:4]2[C:8]([C:9]3[CH:14]=[CH:13][CH:12]=[CH:11][CH:10]=3)=[CH:7][N:6]([CH2:15][C:16]([OH:18])=[O:17])[C:5]2=[O:21])[CH2:3][CH2:2]1, predict the reactants needed to synthesize it. The reactants are: [CH:1]1([N:4]2[C:8]([C:9]3[CH:14]=[CH:13][CH:12]=[CH:11][CH:10]=3)=[CH:7][N:6]([CH2:15][C:16]([O:18]CC)=[O:17])[C:5]2=[O:21])[CH2:3][CH2:2]1.[OH-].[K+]. (4) Given the product [CH3:12][N:13]([CH3:17])[CH2:14][CH2:15][O:7][CH2:6][C:5]([CH3:9])([N:4]([CH3:10])[CH3:3])[CH3:8], predict the reactants needed to synthesize it. The reactants are: [OH-].[Na+].[CH3:3][N:4]([CH3:10])[C:5]([CH3:9])([CH3:8])[CH2:6][OH:7].Cl.[CH3:12][N:13]([CH3:17])[CH2:14][CH2:15]Cl. (5) Given the product [CH2:1]([SnH:5]([CH2:6][CH2:7][CH2:8][CH3:9])[O:10][CH2:11][CH2:12][CH2:13][CH2:14][CH2:15][CH2:16][OH:17])[CH2:2][CH2:3][CH3:4], predict the reactants needed to synthesize it. The reactants are: [CH2:1]([Sn:5](=[O:10])[CH2:6][CH2:7][CH2:8][CH3:9])[CH2:2][CH2:3][CH3:4].[CH2:11](O)[CH2:12][CH2:13][CH2:14][CH2:15][CH2:16][OH:17].